From a dataset of NCI-60 drug combinations with 297,098 pairs across 59 cell lines. Regression. Given two drug SMILES strings and cell line genomic features, predict the synergy score measuring deviation from expected non-interaction effect. (1) Drug 1: C1=C(C(=O)NC(=O)N1)N(CCCl)CCCl. Drug 2: C1=CC(=CC=C1CCCC(=O)O)N(CCCl)CCCl. Cell line: 786-0. Synergy scores: CSS=66.7, Synergy_ZIP=4.39, Synergy_Bliss=4.12, Synergy_Loewe=3.99, Synergy_HSA=7.45. (2) Drug 1: C1=CC=C(C=C1)NC(=O)CCCCCCC(=O)NO. Drug 2: CS(=O)(=O)CCNCC1=CC=C(O1)C2=CC3=C(C=C2)N=CN=C3NC4=CC(=C(C=C4)OCC5=CC(=CC=C5)F)Cl. Cell line: MOLT-4. Synergy scores: CSS=35.8, Synergy_ZIP=-1.86, Synergy_Bliss=0.594, Synergy_Loewe=-0.623, Synergy_HSA=0.0687. (3) Drug 1: C1=NC2=C(N1)C(=S)N=C(N2)N. Drug 2: C1=NC2=C(N=C(N=C2N1C3C(C(C(O3)CO)O)O)F)N. Cell line: NCI-H226. Synergy scores: CSS=9.52, Synergy_ZIP=-2.90, Synergy_Bliss=1.60, Synergy_Loewe=-10.8, Synergy_HSA=-0.535. (4) Drug 1: CC1=CC=C(C=C1)C2=CC(=NN2C3=CC=C(C=C3)S(=O)(=O)N)C(F)(F)F. Drug 2: CC1C(C(CC(O1)OC2CC(CC3=C2C(=C4C(=C3O)C(=O)C5=C(C4=O)C(=CC=C5)OC)O)(C(=O)CO)O)N)O.Cl. Cell line: HCC-2998. Synergy scores: CSS=45.0, Synergy_ZIP=8.02, Synergy_Bliss=11.5, Synergy_Loewe=-5.83, Synergy_HSA=7.97. (5) Drug 1: C1C(C(OC1N2C=C(C(=O)NC2=O)F)CO)O. Drug 2: CCN(CC)CCNC(=O)C1=C(NC(=C1C)C=C2C3=C(C=CC(=C3)F)NC2=O)C. Cell line: HL-60(TB). Synergy scores: CSS=-1.77, Synergy_ZIP=-0.639, Synergy_Bliss=-1.81, Synergy_Loewe=-10.4, Synergy_HSA=-8.04. (6) Drug 1: CCC1=C2CN3C(=CC4=C(C3=O)COC(=O)C4(CC)O)C2=NC5=C1C=C(C=C5)O. Drug 2: C(=O)(N)NO. Cell line: NCI-H226. Synergy scores: CSS=9.16, Synergy_ZIP=-3.07, Synergy_Bliss=-1.91, Synergy_Loewe=-31.1, Synergy_HSA=-0.612.